Dataset: Forward reaction prediction with 1.9M reactions from USPTO patents (1976-2016). Task: Predict the product of the given reaction. (1) Given the reactants CS(O[CH2:6][C@H:7]([NH:14][C:15]([O:17][C:18]([CH3:21])([CH3:20])[CH3:19])=[O:16])[C:8]1[CH:13]=[CH:12][CH:11]=[CH:10][CH:9]=1)(=O)=O.[NH:22]1[CH2:27][CH2:26][CH:25]([C:28]([O:30][CH2:31][CH3:32])=[O:29])[CH2:24][CH2:23]1.C(N(C(C)C)CC)(C)C, predict the reaction product. The product is: [C:18]([O:17][C:15]([NH:14][C@H:7]([C:8]1[CH:13]=[CH:12][CH:11]=[CH:10][CH:9]=1)[CH2:6][N:22]1[CH2:27][CH2:26][CH:25]([C:28]([O:30][CH2:31][CH3:32])=[O:29])[CH2:24][CH2:23]1)=[O:16])([CH3:21])([CH3:20])[CH3:19]. (2) Given the reactants [C:1]([O:5][C:6]([NH:8][C@H:9]([C:19]([OH:21])=O)[CH2:10][C:11]1[CH:16]=[CH:15][C:14]([O:17][CH3:18])=[CH:13][CH:12]=1)=[O:7])([CH3:4])([CH3:3])[CH3:2].[CH2:22]([NH:29][CH2:30][C:31]([O:33][CH2:34][CH3:35])=[O:32])[C:23]1[CH:28]=[CH:27][CH:26]=[CH:25][CH:24]=1.Cl.C(N=C=NCCCN(C)C)C.ON1C2C=CC=CC=2N=N1, predict the reaction product. The product is: [C:1]([O:5][C:6]([NH:8][C@H:9]([C:19]([N:29]([CH2:22][C:23]1[CH:24]=[CH:25][CH:26]=[CH:27][CH:28]=1)[CH2:30][C:31]([O:33][CH2:34][CH3:35])=[O:32])=[O:21])[CH2:10][C:11]1[CH:12]=[CH:13][C:14]([O:17][CH3:18])=[CH:15][CH:16]=1)=[O:7])([CH3:2])([CH3:3])[CH3:4]. (3) Given the reactants [ClH:1].[NH2:2][CH:3]1[CH2:8][CH2:7][N:6]([CH2:9][CH2:10][N:11]2[C:16](=[O:17])[CH:15]=[N:14][C:13]3[CH:18]=[CH:19][C:20]([O:22][CH3:23])=[N:21][C:12]2=3)[CH2:5][CH2:4]1.[CH3:24][C:25]1[C:26]2[CH2:36][CH2:35][C:34](=[O:37])[NH:33][C:27]=2[N:28]=[C:29]([CH:31]=O)[N:30]=1.C([O-])(O)=O.[Na+].[O-]S([O-])(=O)=O.[Na+].[Na+].[BH-](OC(C)=O)(OC(C)=O)OC(C)=O.[Na+], predict the reaction product. The product is: [ClH:1].[CH3:24][C:25]1[N:30]=[C:29]([CH2:31][NH:2][CH:3]2[CH2:4][CH2:5][N:6]([CH2:9][CH2:10][N:11]3[C:16](=[O:17])[CH:15]=[N:14][C:13]4[CH:18]=[CH:19][C:20]([O:22][CH3:23])=[N:21][C:12]3=4)[CH2:7][CH2:8]2)[NH:28][C:27]2=[N:33][C:34](=[O:37])[CH2:35][CH2:36][C:26]=12. (4) Given the reactants [C:1]([O:5][C:6]([CH2:8][C:9](NCC(O)=O)=[O:10])=[O:7])([CH3:4])([CH3:3])[CH3:2].[CH2:16](Cl)[CH2:17]Cl.[CH2:20]([O:27][C:28](=[O:35])[CH2:29][NH:30][C:31](=[O:34])[CH2:32][NH2:33])[C:21]1[CH:26]=[CH:25][CH:24]=[CH:23][CH:22]=1.[C:36](O)(C(F)(F)F)=[O:37].C(N(CC)CC)C, predict the reaction product. The product is: [CH2:20]([O:27][C:28](=[O:35])[CH2:29][NH:30][C:31](=[O:34])[CH2:32][NH:33][C:36](=[O:37])[CH2:16][CH2:17][C:9](=[O:10])[CH2:8][C:6]([O:5][C:1]([CH3:2])([CH3:3])[CH3:4])=[O:7])[C:21]1[CH:22]=[CH:23][CH:24]=[CH:25][CH:26]=1. (5) Given the reactants [OH:1][C:2]1[CH:3]=[C:4]2[C:9](=[CH:10][CH:11]=1)[N:8]=[CH:7][N:6]=[C:5]2[NH:12][C:13]1[S:14][C:15]2[C:20]([N:21]=1)=[CH:19][CH:18]=[CH:17][N:16]=2.[F:22][C:23]1[CH:28]=[CH:27][CH:26]=[C:25]([S:29]([CH3:32])(=[O:31])=[O:30])[C:24]=1F.[K].O, predict the reaction product. The product is: [F:22][C:23]1[CH:28]=[CH:27][CH:26]=[C:25]([S:29]([CH3:32])(=[O:31])=[O:30])[C:24]=1[O:1][C:2]1[CH:3]=[C:4]2[C:9](=[CH:10][CH:11]=1)[N:8]=[CH:7][N:6]=[C:5]2[NH:12][C:13]1[S:14][C:15]2[C:20]([N:21]=1)=[CH:19][CH:18]=[CH:17][N:16]=2. (6) Given the reactants C(Cl)Cl.[CH2:4]([C@@:11]1([C:24]2[CH:39]=[CH:38][C:27]([C:28]([NH:30][C:31]3[C:32]([CH3:37])=[N:33][CH:34]=[CH:35][CH:36]=3)=[O:29])=[CH:26][C:25]=2[CH2:40][OH:41])[CH2:16][CH2:15][C@:14]([OH:21])([C:17]([F:20])([F:19])[F:18])[CH2:13][C@H:12]1[CH2:22][OH:23])[C:5]1[CH:10]=[CH:9][CH:8]=[CH:7][CH:6]=1, predict the reaction product. The product is: [CH2:4]([C@@:11]12[CH2:16][CH2:15][C@:14]([OH:21])([C:17]([F:20])([F:19])[F:18])[CH2:13][C@H:12]1[CH2:22][O:23][C:40](=[O:41])[C:25]1[CH:26]=[C:27]([C:28]([NH:30][C:31]3[C:32]([CH3:37])=[N:33][CH:34]=[CH:35][CH:36]=3)=[O:29])[CH:38]=[CH:39][C:24]2=1)[C:5]1[CH:10]=[CH:9][CH:8]=[CH:7][CH:6]=1. (7) Given the reactants C([O:5][C:6](=[O:37])[CH2:7][CH2:8][O:9][C:10]1[C:14]2[CH:15]=[C:16]([CH2:19][O:20][C:21]3[CH:26]=[CH:25][C:24]([C:27]4[CH:32]=[C:31]([F:33])[C:30]([F:34])=[CH:29][C:28]=4[O:35][CH3:36])=[CH:23][CH:22]=3)[CH:17]=[CH:18][C:13]=2[O:12][N:11]=1)(C)(C)C.C(O)(C(F)(F)F)=O.C(Cl)Cl, predict the reaction product. The product is: [F:34][C:30]1[C:31]([F:33])=[CH:32][C:27]([C:24]2[CH:23]=[CH:22][C:21]([O:20][CH2:19][C:16]3[CH:17]=[CH:18][C:13]4[O:12][N:11]=[C:10]([O:9][CH2:8][CH2:7][C:6]([OH:37])=[O:5])[C:14]=4[CH:15]=3)=[CH:26][CH:25]=2)=[C:28]([O:35][CH3:36])[CH:29]=1. (8) The product is: [Br:14][C:5]1[CH:6]=[C:7]([N:8]2[CH:12]=[CH:11][CH:10]=[N:9]2)[C:2]([F:1])=[CH:3][C:4]=1[NH2:13]. Given the reactants [F:1][C:2]1[CH:3]=[C:4]([NH2:13])[CH:5]=[CH:6][C:7]=1[N:8]1[CH:12]=[CH:11][CH:10]=[N:9]1.[Br-:14].[Br-].[Br-].[NH+]1C=CC=CC=1.[NH+]1C=CC=CC=1.[NH+]1C=CC=CC=1, predict the reaction product.